From a dataset of Experimentally validated miRNA-target interactions with 360,000+ pairs, plus equal number of negative samples. Binary Classification. Given a miRNA mature sequence and a target amino acid sequence, predict their likelihood of interaction. (1) The miRNA is mmu-miR-29c-3p with sequence UAGCACCAUUUGAAAUCGGUUA. The protein sequence of the target gene is MLLLGISILALAWRPAGSSEPEWEVVVPIRRDPDINGRHYYRRGTEDSGDQGLIFQITAFQQDFYLHLTPDAQFLAPAFATEYLGVPLQRLTGSSLDLRRCFYSGYVNAEPDSFAAVSLCGGLRGAFGYRGAEYVISPLPNTSAPEAQRHSQGAHLLQRRGAPVGPSGDPTSRCGVASGWNPAILRALDPYKPRRTGAGESHNRRRSGRAKRFVSIPRYVETLVVADESMVKFHGADLEHYLLTLLATAARLYRHPSILNPINIVVVKVLLLGDRDTGPKVTGNAALTLRNFCAWQKKLN.... Result: 0 (no interaction). (2) The miRNA is mmu-miR-434-3p with sequence UUUGAACCAUCACUCGACUCCU. The protein sequence of the target gene is MSSSHFASRHRKDISTEMIRTKIAHRKSLSQKENRHKEYERNRHFGLKDVNIPTLEGRILVELDETSQGLVPEKTNVKPRAMKTILGDQRKQMLQKYKEEKQLQKLKEQREKAKRGIFKVGRYRPDMPCFLLSNQNAVKAEPKKAIPSSVRITRSKAKDQMEQTKIDNESDVRAIRPGPRQTSEKKVSDKEKKVVQPVMPTSLRMTRSATQAAKQVPRTVSSTTARKPVTRAANENEPEGKVPSKGRPAKNVETKPDKGISCKVDSEENTLNSQTNATSGMNPDGVLSKMENLPEINTAK.... Result: 0 (no interaction).